Predict the product of the given reaction. From a dataset of Forward reaction prediction with 1.9M reactions from USPTO patents (1976-2016). (1) Given the reactants C(OC([NH:8][CH2:9][C:10]1[N:19]([CH2:20][CH2:21][CH2:22][CH2:23][CH3:24])[C:18]2=[C:25]3[CH2:34][N:33]4[C:28](=[CH:29][C:30]5[C@:39]([CH2:41][CH3:42])([OH:40])[C:38](=[O:43])[O:37][CH2:36][C:31]=5[C:32]4=[O:35])[C:26]3=[N:27][C:16]3[C:17]2=[C:12]([CH:13]=[CH:14][CH:15]=3)[N:11]=1)=O)(C)(C)C.[F:44][C:45]([F:50])([F:49])[C:46]([OH:48])=[O:47], predict the reaction product. The product is: [F:44][C:45]([F:50])([F:49])[C:46]([OH:48])=[O:47].[NH2:8][CH2:9][C:10]1[N:19]([CH2:20][CH2:21][CH2:22][CH2:23][CH3:24])[C:18]2=[C:25]3[CH2:34][N:33]4[C:28](=[CH:29][C:30]5[C@:39]([CH2:41][CH3:42])([OH:40])[C:38](=[O:43])[O:37][CH2:36][C:31]=5[C:32]4=[O:35])[C:26]3=[N:27][C:16]3[C:17]2=[C:12]([CH:13]=[CH:14][CH:15]=3)[N:11]=1. (2) Given the reactants Cl.[NH2:2][CH:3]1[CH2:8][CH2:7][O:6][CH2:5][CH2:4]1.Cl.O1CCC(N)CC1.Cl.NC1CCOCC1.Cl[C:26]1[C:31]([C:32]([O:34][CH2:35][CH3:36])=[O:33])=[C:30]([CH3:37])[N:29]=[C:28]2[N:38]([CH2:41][CH3:42])[N:39]=[CH:40][C:27]=12.C(N(CC)C(C)C)(C)C, predict the reaction product. The product is: [CH2:41]([N:38]1[C:28]2=[N:29][C:30]([CH3:37])=[C:31]([C:32]([O:34][CH2:35][CH3:36])=[O:33])[C:26]([NH:2][CH:3]3[CH2:8][CH2:7][O:6][CH2:5][CH2:4]3)=[C:27]2[CH:40]=[N:39]1)[CH3:42]. (3) Given the reactants [Cl:1][C:2]1[C:11]2[N:10]([CH3:12])[O:9][C@H:8]3[NH:13][C@H:14]([C:16]([O:18][C@@H:19]4[C@:28]5([OH:29])[C@H:23]([C@@H:24]([C:31]([CH3:33])=[CH2:32])[CH2:25][CH2:26][C@H:27]5[CH3:30])[CH:22]=[C:21]([CH3:34])[C@H:20]4[O:35][C:36]([NH:38][C:39]4[CH:44]=[CH:43][CH:42]=[CH:41][CH:40]=4)=[O:37])=[O:17])[CH2:15][C@@:7]3([OH:45])[C:6]=2[CH:5]=[CH:4][CH:3]=1.[H][H], predict the reaction product. The product is: [Cl:1][C:2]1[C:11]2[N:10]([CH3:12])[O:9][C@H:8]3[NH:13][C@H:14]([C:16]([O:18][C@@H:19]4[C@:28]5([OH:29])[C@@H:23]([C@H:24]([CH:31]([CH3:33])[CH3:32])[CH2:25][CH2:26][C@H:27]5[CH3:30])[CH:22]=[C:21]([CH3:34])[C@H:20]4[O:35][C:36]([NH:38][C:39]4[CH:40]=[CH:41][CH:42]=[CH:43][CH:44]=4)=[O:37])=[O:17])[CH2:15][C@@:7]3([OH:45])[C:6]=2[CH:5]=[CH:4][CH:3]=1. (4) Given the reactants [CH3:1][C@H:2]([O:10][C:11]1[CH:12]=[C:13]([CH:27]=[C:28]([OH:30])[CH:29]=1)[C:14]([NH:16][C:17]1[N:22]=[CH:21][C:20]([C:23]([O:25][CH3:26])=[O:24])=[CH:19][CH:18]=1)=[O:15])[CH2:3][C:4]1[CH:9]=[CH:8][CH:7]=[CH:6][CH:5]=1.[CH3:31][O:32][CH2:33][C@H:34](O)[CH3:35].C1(P(C2C=CC=CC=2)C2C=CC=CC=2)C=CC=CC=1.N(C(OC(C)(C)C)=O)=NC(OC(C)(C)C)=O, predict the reaction product. The product is: [CH3:1][C@H:2]([O:10][C:11]1[CH:12]=[C:13]([CH:27]=[C:28]([O:30][C@@H:34]([CH3:35])[CH2:33][O:32][CH3:31])[CH:29]=1)[C:14]([NH:16][C:17]1[N:22]=[CH:21][C:20]([C:23]([O:25][CH3:26])=[O:24])=[CH:19][CH:18]=1)=[O:15])[CH2:3][C:4]1[CH:5]=[CH:6][CH:7]=[CH:8][CH:9]=1. (5) Given the reactants I[C:2]1[C:7]2[N:8]([C:11]3[CH:16]=[CH:15][CH:14]=[CH:13][CH:12]=3)[CH:9]=[N:10][C:6]=2[CH:5]=[C:4]([C:17]([F:20])([F:19])[F:18])[CH:3]=1.[O:21]1[CH:25]=[CH:24][C:23](B(O)O)=[CH:22]1.C(O)CCO.C(=O)([O-])[O-].[K+].[K+], predict the reaction product. The product is: [O:21]1[CH:25]=[CH:24][C:23]([C:2]2[C:7]3[N:8]([C:11]4[CH:16]=[CH:15][CH:14]=[CH:13][CH:12]=4)[CH:9]=[N:10][C:6]=3[CH:5]=[C:4]([C:17]([F:20])([F:19])[F:18])[CH:3]=2)=[CH:22]1. (6) Given the reactants [Cl:1][C:2]1[N:3]=[CH:4][C:5]2[CH2:6][NH:7][CH2:8][C@@H:9]([C:13]3[CH:18]=[CH:17][CH:16]=[CH:15][CH:14]=3)[O:10][C:11]=2[N:12]=1.Br[CH2:20][CH2:21][F:22].C(N(C(C)C)C(C)C)C, predict the reaction product. The product is: [Cl:1][C:2]1[N:3]=[CH:4][C:5]2[CH2:6][N:7]([CH2:20][CH2:21][F:22])[CH2:8][C@@H:9]([C:13]3[CH:18]=[CH:17][CH:16]=[CH:15][CH:14]=3)[O:10][C:11]=2[N:12]=1. (7) Given the reactants Cl[C:2]1[N:7]=[N:6][C:5]([C:8]2[CH:17]=[CH:16][C:11]([C:12]([NH:14][CH3:15])=[O:13])=[C:10]([F:18])[CH:9]=2)=[CH:4][CH:3]=1.O.[NH2:20][NH2:21], predict the reaction product. The product is: [F:18][C:10]1[CH:9]=[C:8]([C:5]2[N:6]=[N:7][C:2]([NH:20][NH2:21])=[CH:3][CH:4]=2)[CH:17]=[CH:16][C:11]=1[C:12]([NH:14][CH3:15])=[O:13].